From a dataset of Full USPTO retrosynthesis dataset with 1.9M reactions from patents (1976-2016). Predict the reactants needed to synthesize the given product. Given the product [NH:13]1[C:21]2[C:16](=[CH:17][CH:18]=[C:19]([C:22]3[NH:12][C:11]4[N:10]([N:9]=[CH:8][C:7]=4[C:1]4[CH:2]=[CH:3][CH:4]=[CH:5][CH:6]=4)[C:24](=[O:25])[CH:23]=3)[CH:20]=2)[CH:15]=[CH:14]1, predict the reactants needed to synthesize it. The reactants are: [C:1]1([C:7]2[CH:8]=[N:9][NH:10][C:11]=2[NH2:12])[CH:6]=[CH:5][CH:4]=[CH:3][CH:2]=1.[NH:13]1[C:21]2[C:16](=[CH:17][CH:18]=[C:19]([C:22](=O)[CH2:23][C:24](OCC)=[O:25])[CH:20]=2)[CH:15]=[CH:14]1.